This data is from Forward reaction prediction with 1.9M reactions from USPTO patents (1976-2016). The task is: Predict the product of the given reaction. (1) Given the reactants C(OC([NH:8][C:9]1([C:42](O)=[O:43])[CH2:14][CH2:13][N:12]([C:15]2[CH:20]=[CH:19][CH:18]=[C:17]([C:21]3[C:29]4[C:24](=[CH:25][N:26]=[C:27]([C:30]5[CH:31]=[N:32][CH:33]=[CH:34][CH:35]=5)[CH:28]=4)[N:23](C4CCCCO4)[N:22]=3)[N:16]=2)[CH2:11][CH2:10]1)=O)(C)(C)C.[CH3:45][NH2:46], predict the reaction product. The product is: [NH2:8][C:9]1([C:42]([NH:46][CH3:45])=[O:43])[CH2:14][CH2:13][N:12]([C:15]2[CH:20]=[CH:19][CH:18]=[C:17]([C:21]3[C:29]4[C:24](=[CH:25][N:26]=[C:27]([C:30]5[CH:31]=[N:32][CH:33]=[CH:34][CH:35]=5)[CH:28]=4)[NH:23][N:22]=3)[N:16]=2)[CH2:11][CH2:10]1. (2) Given the reactants [Cl:1][C:2]1[N:3]([NH2:13])[CH:4]=[C:5]([C:7]2[CH:8]=[N:9][CH:10]=[CH:11][CH:12]=2)[N:6]=1.[C:14](Cl)(=[O:16])[CH3:15], predict the reaction product. The product is: [Cl:1][C:2]1[N:3]([NH:13][C:14](=[O:16])[CH3:15])[CH:4]=[C:5]([C:7]2[CH:8]=[N:9][CH:10]=[CH:11][CH:12]=2)[N:6]=1. (3) Given the reactants [C:1]1(=[O:6])[O:5][CH2:4][CH2:3][CH2:2]1.[Li+].CC([N-]C(C)C)C.[C:15](Cl)(=[O:18])[CH2:16][CH3:17].Cl, predict the reaction product. The product is: [C:15]([CH:2]1[CH2:3][CH2:4][O:5][C:1]1=[O:6])(=[O:18])[CH2:16][CH3:17].